From a dataset of Full USPTO retrosynthesis dataset with 1.9M reactions from patents (1976-2016). Predict the reactants needed to synthesize the given product. (1) Given the product [CH2:1]([C@@H:8]1[C:9](=[O:18])[O:10][C@H:11]1[CH2:12][CH2:13][CH2:14][CH2:15][CH2:16][O:17][C:29](=[O:30])[NH:28][C:25]1[CH:24]=[CH:23][C:22]([C:19](=[O:21])[CH3:20])=[CH:27][CH:26]=1)[C:2]1[CH:3]=[CH:4][CH:5]=[CH:6][CH:7]=1, predict the reactants needed to synthesize it. The reactants are: [CH2:1]([CH:8]1[CH:11]([CH2:12][CH2:13][CH2:14][CH2:15][CH2:16][OH:17])[O:10][C:9]1=[O:18])[C:2]1[CH:7]=[CH:6][CH:5]=[CH:4][CH:3]=1.[C:19]([C:22]1[CH:27]=[CH:26][C:25]([N:28]=[C:29]=[O:30])=[CH:24][CH:23]=1)(=[O:21])[CH3:20].C(N(C(C)C)CC)(C)C. (2) Given the product [CH:11]1([N:6]2[C:5]([CH3:14])=[C:4]3[C:8]([CH:9]=[CH:10][C:2]([N:25]4[CH:26]=[CH:27][C:22]([O:21][CH2:20][C:19]5[CH:29]=[CH:30][C:16]([F:15])=[CH:17][CH:18]=5)=[CH:23][C:24]4=[O:28])=[CH:3]3)=[N:7]2)[CH2:13][CH2:12]1, predict the reactants needed to synthesize it. The reactants are: Br[C:2]1[CH:10]=[CH:9][C:8]2[C:4](=[C:5]([CH3:14])[N:6]([CH:11]3[CH2:13][CH2:12]3)[N:7]=2)[CH:3]=1.[F:15][C:16]1[CH:30]=[CH:29][C:19]([CH2:20][O:21][C:22]2[CH:27]=[CH:26][NH:25][C:24](=[O:28])[CH:23]=2)=[CH:18][CH:17]=1.C(=O)([O-])[O-].[K+].[K+].CNCCNC.N.